This data is from Catalyst prediction with 721,799 reactions and 888 catalyst types from USPTO. The task is: Predict which catalyst facilitates the given reaction. Reactant: [CH3:1][C:2]([C:8]1[CH:13]=[CH:12][CH:11]=[CH:10][CH:9]=1)([CH3:7])[CH2:3][C:4]([OH:6])=O. Product: [CH3:7][C:2]1([CH3:1])[C:8]2[C:13](=[CH:12][CH:11]=[CH:10][CH:9]=2)[C:4](=[O:6])[CH2:3]1. The catalyst class is: 65.